Dataset: Catalyst prediction with 721,799 reactions and 888 catalyst types from USPTO. Task: Predict which catalyst facilitates the given reaction. (1) Product: [CH:37]1([C:40]([N:22]2[C:21]3[C:26](=[CH:27][C:18]([C:16]4[CH:15]=[N:14][N:13]([CH:10]5[CH2:12][CH2:11]5)[CH:17]=4)=[CH:19][CH:20]=3)[N:25]([C:28]([O:30][CH:31]3[CH2:32][CH2:33][CH2:34][CH2:35]3)=[O:29])[CH2:24][C@@H:23]2[CH3:36])=[O:41])[CH2:39][CH2:38]1. Reactant: C(N(CC)C(C)C)(C)C.[CH:10]1([N:13]2[CH:17]=[C:16]([C:18]3[CH:27]=[C:26]4[C:21]([NH:22][C@@H:23]([CH3:36])[CH2:24][N:25]4[C:28]([O:30][CH:31]4[CH2:35][CH2:34][CH2:33][CH2:32]4)=[O:29])=[CH:20][CH:19]=3)[CH:15]=[N:14]2)[CH2:12][CH2:11]1.[CH:37]1([C:40](Cl)=[O:41])[CH2:39][CH2:38]1. The catalyst class is: 26. (2) Reactant: [Cl:1][C:2]1[CH:7]=[CH:6][C:5]([C:8]2[S:31][C:11]3[C:12](=[O:30])[N:13]([CH2:16][C:17]4[CH:22]=[CH:21][CH:20]=[C:19]([O:23][CH2:24][C@H:25]5[CH2:29][CH2:28][CH2:27][NH:26]5)[N:18]=4)[N:14]=[CH:15][C:10]=3[CH:9]=2)=[CH:4][CH:3]=1.[CH2:32]=O. Product: [Cl:1][C:2]1[CH:3]=[CH:4][C:5]([C:8]2[S:31][C:11]3[C:12](=[O:30])[N:13]([CH2:16][C:17]4[CH:22]=[CH:21][CH:20]=[C:19]([O:23][CH2:24][C@H:25]5[CH2:29][CH2:28][CH2:27][N:26]5[CH3:32])[N:18]=4)[N:14]=[CH:15][C:10]=3[CH:9]=2)=[CH:6][CH:7]=1. The catalyst class is: 61. (3) Reactant: [C:1]([N:4]1[C:13]2[C:8](=[CH:9][C:10](Br)=[CH:11][CH:12]=2)[C@H:7]([NH:15][C:16](=[O:21])[O:17][CH:18]([CH3:20])[CH3:19])[CH2:6][C@@H:5]1[CH3:22])(=[O:3])[CH3:2].[B:23]1([B:23]2[O:27][C:26]([CH3:29])([CH3:28])[C:25]([CH3:31])([CH3:30])[O:24]2)[O:27][C:26]([CH3:29])([CH3:28])[C:25]([CH3:31])([CH3:30])[O:24]1.C([O-])(=O)C.[K+]. Product: [C:1]([N:4]1[C:13]2[C:8](=[CH:9][C:10]([B:23]3[O:27][C:26]([CH3:29])([CH3:28])[C:25]([CH3:31])([CH3:30])[O:24]3)=[CH:11][CH:12]=2)[C@H:7]([NH:15][C:16](=[O:21])[O:17][CH:18]([CH3:20])[CH3:19])[CH2:6][C@@H:5]1[CH3:22])(=[O:3])[CH3:2]. The catalyst class is: 75. (4) Reactant: [NH:1]1[C:10]2[C:5](=[CH:6][CH:7]=[CH:8][CH:9]=2)[CH2:4][CH2:3][C:2]1=[O:11].[H-].[Na+].[Br:14][C:15]1[CH:16]=[C:17]([CH:20]=[C:21]([O:23][CH3:24])[CH:22]=1)[CH2:18]Br. Product: [Br:14][C:15]1[CH:16]=[C:17]([CH:20]=[C:21]([O:23][CH3:24])[CH:22]=1)[CH2:18][CH:4]1[C:5]2[C:10](=[CH:9][CH:8]=[CH:7][CH:6]=2)[NH:1][C:2](=[O:11])[CH2:3]1. The catalyst class is: 9. (5) Reactant: [C:1]([N:11]1[CH2:16][CH2:15][CH:14]([CH2:17][C:18]([OH:20])=O)[CH2:13][CH2:12]1)([O:3][CH2:4][C:5]1[CH:10]=[CH:9][CH:8]=[CH:7][CH:6]=1)=[O:2].C(Cl)(=O)C([Cl:24])=O.CN(C)C=O. Product: [C:1]([N:11]1[CH2:16][CH2:15][CH:14]([CH2:17][C:18]([Cl:24])=[O:20])[CH2:13][CH2:12]1)([O:3][CH2:4][C:5]1[CH:10]=[CH:9][CH:8]=[CH:7][CH:6]=1)=[O:2]. The catalyst class is: 4. (6) Reactant: [Li+].CC([N-]C(C)C)C.[Br:9][C:10]1[CH:15]=[CH:14][C:13]([NH2:16])=[C:12]([CH3:17])[CH:11]=1.Cl[C:19]1[C:27]([C:28]([OH:30])=[O:29])=[C:26]2[N:22]([CH2:23][CH2:24][CH2:25]2)[C:21](=[O:31])[C:20]=1[F:32]. Product: [Br:9][C:10]1[CH:15]=[CH:14][C:13]([NH:16][C:19]2[C:27]([C:28]([OH:30])=[O:29])=[C:26]3[N:22]([CH2:23][CH2:24][CH2:25]3)[C:21](=[O:31])[C:20]=2[F:32])=[C:12]([CH3:17])[CH:11]=1. The catalyst class is: 1.